From a dataset of Catalyst prediction with 721,799 reactions and 888 catalyst types from USPTO. Predict which catalyst facilitates the given reaction. Reactant: [Cl:1][C:2]1[CH:7]=[CH:6][C:5]([NH:8][C:9]([C:11]2[CH:20]=[CH:19][C:18]3[C:13](=[C:14]([OH:21])[CH:15]=[CH:16][CH:17]=3)[N:12]=2)=[NH:10])=[CH:4][CH:3]=1.[C:22]([O-])([O-])=O.[K+].[K+].IC. Product: [Cl:1][C:2]1[CH:7]=[CH:6][C:5]([NH:8][C:9]([C:11]2[CH:20]=[CH:19][C:18]3[C:13](=[C:14]([O:21][CH3:22])[CH:15]=[CH:16][CH:17]=3)[N:12]=2)=[NH:10])=[CH:4][CH:3]=1. The catalyst class is: 634.